Dataset: Forward reaction prediction with 1.9M reactions from USPTO patents (1976-2016). Task: Predict the product of the given reaction. (1) Given the reactants [CH3:1][O:2][C:3]1[N:8]=[CH:7][C:6]([NH2:9])=[CH:5][CH:4]=1.[CH:10]1[C:19]2[C:14](=[CH:15][CH:16]=[CH:17][CH:18]=2)[CH:13]=[CH:12][C:11]=1[S:20](Cl)(=[O:22])=[O:21], predict the reaction product. The product is: [CH3:1][O:2][C:3]1[N:8]=[CH:7][C:6]([NH:9][S:20]([C:11]2[CH:12]=[CH:13][C:14]3[C:19](=[CH:18][CH:17]=[CH:16][CH:15]=3)[CH:10]=2)(=[O:22])=[O:21])=[CH:5][CH:4]=1. (2) Given the reactants [CH:1]1([CH2:6][CH:7]([N:11]2[C:16](=[O:17])[CH:15]=[C:14]([O:18][C:19]3[CH:24]=[CH:23][CH:22]=[CH:21][C:20]=3[CH3:25])[CH:13]=[N:12]2)[C:8](O)=[O:9])[CH2:5][CH2:4][CH2:3][CH2:2]1.[CH3:26][O:27][C:28](=[O:36])[C:29]1[CH:34]=[CH:33][C:32]([NH2:35])=[N:31][CH:30]=1, predict the reaction product. The product is: [CH3:26][O:27][C:28](=[O:36])[C:29]1[CH:34]=[CH:33][C:32]([NH:35][C:8](=[O:9])[CH:7]([N:11]2[C:16](=[O:17])[CH:15]=[C:14]([O:18][C:19]3[CH:24]=[CH:23][CH:22]=[CH:21][C:20]=3[CH3:25])[CH:13]=[N:12]2)[CH2:6][CH:1]2[CH2:5][CH2:4][CH2:3][CH2:2]2)=[N:31][CH:30]=1.